From a dataset of Forward reaction prediction with 1.9M reactions from USPTO patents (1976-2016). Predict the product of the given reaction. (1) The product is: [OH:2][C:3]1[C:11]([C:12]([OH:14])=[O:13])=[CH:10][CH:9]=[CH:8][C:4]=1[C:5]([OH:7])=[O:6]. Given the reactants C[O:2][C:3]1[C:11]([C:12]([OH:14])=[O:13])=[CH:10][CH:9]=[CH:8][C:4]=1[C:5]([OH:7])=[O:6].O, predict the reaction product. (2) Given the reactants [F:1][C:2]1[CH:7]=[CH:6][CH:5]=[C:4]([F:8])[C:3]=1[C:9]1[S:10][CH:11]=[C:12]([C:14]([O:16]CC)=[O:15])[N:13]=1.[Li+].[OH-].Cl, predict the reaction product. The product is: [F:8][C:4]1[CH:5]=[CH:6][CH:7]=[C:2]([F:1])[C:3]=1[C:9]1[S:10][CH:11]=[C:12]([C:14]([OH:16])=[O:15])[N:13]=1. (3) Given the reactants [Cl:1][C:2]1[CH:3]=[C:4]2[C:13](=[C:14]3[C:19]=1[CH:18]=[CH:17][CH:16]=[N:15]3)[NH:12][S:11](=[O:21])(=[O:20])[C:10]1[C:5]2=[CH:6][C:7](F)=[CH:8][CH:9]=1.[NH:23]1[CH2:28][CH2:27][CH2:26][CH2:25][CH2:24]1, predict the reaction product. The product is: [Cl:1][C:2]1[CH:3]=[C:4]2[C:13](=[C:14]3[C:19]=1[CH:18]=[CH:17][CH:16]=[N:15]3)[NH:12][S:11](=[O:21])(=[O:20])[C:10]1[C:5]2=[CH:6][C:7]([N:23]2[CH2:28][CH2:27][CH2:26][CH2:25][CH2:24]2)=[CH:8][CH:9]=1. (4) Given the reactants [C:1]1([S:7]([C:10]2[C@@H:11]([OH:28])[C@@H:12]([OH:27])[C@H:13]([CH3:26])[C@H:14]([O:18][Si:19]([C:22]([CH3:25])([CH3:24])[CH3:23])([CH3:21])[CH3:20])[C@@H:15]([CH3:17])[CH:16]=2)(=[O:9])=[O:8])[CH:6]=[CH:5][CH:4]=[CH:3][CH:2]=1.N1C(C)=CC=CC=1C.[Si:37](OS(C(F)(F)F)(=O)=O)([C:40]([CH3:43])([CH3:42])[CH3:41])([CH3:39])[CH3:38].CO, predict the reaction product. The product is: [C:1]1([S:7]([C:10]2[C@@H:11]([OH:28])[C@@H:12]([O:27][Si:37]([C:40]([CH3:43])([CH3:42])[CH3:41])([CH3:39])[CH3:38])[C@H:13]([CH3:26])[C@H:14]([O:18][Si:19]([C:22]([CH3:23])([CH3:25])[CH3:24])([CH3:20])[CH3:21])[C@@H:15]([CH3:17])[CH:16]=2)(=[O:9])=[O:8])[CH:2]=[CH:3][CH:4]=[CH:5][CH:6]=1.